From a dataset of Catalyst prediction with 721,799 reactions and 888 catalyst types from USPTO. Predict which catalyst facilitates the given reaction. (1) Reactant: [F:1][C:2]([F:13])([F:12])[C:3]1[CH:4]=[C:5](B(O)O)[CH:6]=[CH:7][CH:8]=1.Cl[C:15]1[C:16]([N:21]2[CH2:26][CH2:25][N:24]([CH2:27][C:28]3[CH:29]=[N:30][N:31]([CH3:33])[CH:32]=3)[CH2:23][CH2:22]2)=[N:17][CH:18]=[CH:19][N:20]=1.CN(C)C(=O)C.C(=O)([O-])[O-].[K+].[K+]. Product: [CH3:33][N:31]1[CH:32]=[C:28]([CH2:27][N:24]2[CH2:23][CH2:22][N:21]([C:16]3[C:15]([C:5]4[CH:6]=[CH:7][CH:8]=[C:3]([C:2]([F:13])([F:12])[F:1])[CH:4]=4)=[N:20][CH:19]=[CH:18][N:17]=3)[CH2:26][CH2:25]2)[CH:29]=[N:30]1. The catalyst class is: 103. (2) Reactant: [CH3:1][O:2][C:3](=[O:13])[CH2:4][N:5]1[CH2:10][CH2:9][C:8]([F:12])([F:11])[CH2:7][CH2:6]1.[CH:14]([N-:17]C(C)C)(C)[CH3:15].[Li+].CCCCCCC.C1COCC1.C(C1C=CC=CC=1)C.BrCC#N.[NH4+].[Cl-]. Product: [CH3:1][O:2][C:3](=[O:13])[CH:4]([N:5]1[CH2:6][CH2:7][C:8]([F:11])([F:12])[CH2:9][CH2:10]1)[CH2:15][C:14]#[N:17]. The catalyst class is: 56. (3) Reactant: F[C:2]1[CH:7]=[CH:6][C:5]([CH2:8][C:9]([OH:11])=[O:10])=[CH:4][C:3]=1[N+:12]([O-:14])=[O:13].[CH3:15][N:16]1[CH2:21][CH2:20][N:19]([C:22]2[CH:23]=[C:24]([CH:26]=[CH:27][CH:28]=2)[NH2:25])[CH2:18][CH2:17]1.C(N(CC)CC)C.C(OCC)C. Product: [N+:12]([C:3]1[CH:4]=[C:5]([CH2:8][C:9]([OH:11])=[O:10])[CH:6]=[CH:7][C:2]=1[NH:25][C:24]1[CH:26]=[CH:27][CH:28]=[C:22]([N:19]2[CH2:18][CH2:17][N:16]([CH3:15])[CH2:21][CH2:20]2)[CH:23]=1)([O-:14])=[O:13]. The catalyst class is: 37. (4) Reactant: [N+:1]([C:4]1[CH:9]=[CH:8][CH:7]=[CH:6][C:5]=1[N:10]1[CH2:15][CH2:14][N:13]([CH2:16][C:17]2[CH:22]=[CH:21][CH:20]=[CH:19][CH:18]=2)[CH2:12][CH2:11]1)([O-])=O.CCO.O.O.Cl[Sn]Cl.[OH-].[Na+]. Product: [CH2:16]([N:13]1[CH2:12][CH2:11][N:10]([C:5]2[CH:6]=[CH:7][CH:8]=[CH:9][C:4]=2[NH2:1])[CH2:15][CH2:14]1)[C:17]1[CH:18]=[CH:19][CH:20]=[CH:21][CH:22]=1. The catalyst class is: 2.